Dataset: In vitro SARS-CoV-2 activity screen of 1,480 approved drugs from Prestwick library. Task: Binary Classification. Given a drug SMILES string, predict its activity (active/inactive) in a high-throughput screening assay against a specified biological target. (1) The molecule is Cl.O=c1n(CCCN2CCN(c3cccc(Cl)c3)CC2)nc2ccccn12. The result is 0 (inactive). (2) The molecule is CC(C)(C)C(=O)OCOC(=O)[C@@H]1N2C(=O)[C@@H](NC(=O)[C@H](N)c3ccccc3)[C@H]2SC1(C)C. The result is 0 (inactive).